From a dataset of Reaction yield outcomes from USPTO patents with 853,638 reactions. Predict the reaction yield, written as a fraction of the theoretical maximum amount of product (1.0 means a 100% yield; for example, 0.34 means a 34% yield). (1) The yield is 0.750. The catalyst is Br. The product is [CH2:1]([N:3]1[CH2:4][CH2:5][N:6]([C:9]2[C:18]3[C:13](=[CH:14][CH:15]=[CH:16][CH:17]=3)[CH:12]=[C:11]([C:19]3[CH:20]=[CH:21][C:22]([OH:25])=[CH:23][CH:24]=3)[N:10]=2)[CH2:7][CH2:8]1)[CH3:2]. The reactants are [CH2:1]([N:3]1[CH2:8][CH2:7][N:6]([C:9]2[C:18]3[C:13](=[CH:14][CH:15]=[CH:16][CH:17]=3)[CH:12]=[C:11]([C:19]3[CH:24]=[CH:23][C:22]([O:25]C)=[CH:21][CH:20]=3)[N:10]=2)[CH2:5][CH2:4]1)[CH3:2]. (2) The reactants are [OH:1][CH2:2][C:3]1[O:7][N:6]=[C:5]([C:8]2[CH:9]=[CH:10][C:11]([CH3:26])=[C:12]([NH:14][C:15]([C:17]3[N:21]4[CH:22]=[CH:23][CH:24]=[CH:25][C:20]4=[N:19][CH:18]=3)=[O:16])[CH:13]=2)[N:4]=1.CCN(C(C)C)C(C)C.[CH3:36][S:37](Cl)(=[O:39])=[O:38]. The catalyst is C(Cl)Cl. The product is [CH3:36][S:37]([O:1][CH2:2][C:3]1[O:7][N:6]=[C:5]([C:8]2[CH:9]=[CH:10][C:11]([CH3:26])=[C:12]([NH:14][C:15]([C:17]3[N:21]4[CH:22]=[CH:23][CH:24]=[CH:25][C:20]4=[N:19][CH:18]=3)=[O:16])[CH:13]=2)[N:4]=1)(=[O:39])=[O:38]. The yield is 0.700. (3) The reactants are [CH2:1]([C@@H:5]1[N:10]([CH2:11][C:12]2[CH:16]=[C:15]([C:17]3[CH:22]=[CH:21][CH:20]=[CH:19][CH:18]=3)[O:14][N:13]=2)[CH2:9][C@H:8]([CH2:23][CH:24]([CH3:26])[CH3:25])[NH:7][C:6]1=[O:27])[CH:2]([CH3:4])[CH3:3].C([C@@H]1NC[C@H](CC(C)C)NC1=O)C(C)C.[F:43]C1C=CC(C2ON=C(C=O)C=2)=CC=1. No catalyst specified. The product is [F:43][C:20]1[CH:19]=[CH:18][C:17]([C:15]2[O:14][N:13]=[C:12]([CH2:11][N:10]3[CH2:9][C@H:8]([CH2:23][CH:24]([CH3:26])[CH3:25])[NH:7][C:6](=[O:27])[C@@H:5]3[CH2:1][CH:2]([CH3:4])[CH3:3])[CH:16]=2)=[CH:22][CH:21]=1. The yield is 0.403. (4) The reactants are [C:1]([O:4][C:5](=O)[CH3:6])(=[O:3])[CH3:2].[CH3:8][C:9]1[S:13][C:12]2[CH:14]=[C:15]3[C:20](=[C:21]([C:22]4[CH:27]=CC(O)=[CH:24][CH:23]=4)[C:11]=2[C:10]=1[CH3:29])[CH:19]=[CH:18][CH:17]=[CH:16]3.Cl. The catalyst is N1C=CC=CC=1. The product is [CH3:8][C:9]1[S:13][C:12]2[CH:14]=[C:15]3[C:20](=[C:21]([C:22]4[CH:27]=[CH:6][C:5]([O:4][C:1](=[O:3])[CH3:2])=[CH:24][CH:23]=4)[C:11]=2[C:10]=1[CH3:29])[CH:19]=[CH:18][CH:17]=[CH:16]3. The yield is 0.880. (5) The product is [Br:6][C:7]1[CH:12]=[CH:11][C:10]([S:13]([N:1]2[CH2:5][CH2:4][CH2:3][CH2:2]2)(=[O:15])=[O:14])=[CH:9][CH:8]=1. The reactants are [NH:1]1[CH2:5][CH2:4][CH2:3][CH2:2]1.[Br:6][C:7]1[CH:12]=[CH:11][C:10]([S:13](Cl)(=[O:15])=[O:14])=[CH:9][CH:8]=1.[OH-].[Na+]. The yield is 0.980. The catalyst is C(Cl)Cl. (6) The reactants are [NH2:1][C:2]1[C:3]([C:9]([NH2:11])=O)=[N:4][C:5]([Br:8])=[CH:6][N:7]=1.O=P(Cl)(Cl)Cl.C([O-])([O-])=O.[Na+].[Na+].O. The catalyst is N1C=CC=CC=1.[Cl-].[Na+].O.Cl.C(OCC)(=O)C. The product is [NH2:1][C:2]1[C:3]([C:9]#[N:11])=[N:4][C:5]([Br:8])=[CH:6][N:7]=1. The yield is 0.580. (7) The product is [F:32][C:26]1[CH:27]=[CH:28][CH:29]=[C:30]([F:31])[C:25]=1[NH:24][C:22](=[O:23])[C:21]1[CH:33]=[C:17]([C:9]2[N:10]=[C:11]3[CH:16]=[CH:15][CH:14]=[CH:13][N:12]3[C:8]=2[C:6]2[CH:5]=[CH:4][N:3]=[C:2]([NH:41][C:40]3[CH:42]=[CH:43][C:44]([CH2:46][CH2:47][N:48]4[CH2:49][CH2:50][N:51]([CH3:54])[CH2:52][CH2:53]4)=[CH:45][C:39]=3[O:38][CH3:37])[N:7]=2)[CH:18]=[CH:19][C:20]=1[O:34][CH2:35][CH3:36]. The reactants are Cl[C:2]1[N:7]=[C:6]([C:8]2[N:12]3[CH:13]=[CH:14][CH:15]=[CH:16][C:11]3=[N:10][C:9]=2[C:17]2[CH:18]=[CH:19][C:20]([O:34][CH2:35][CH3:36])=[C:21]([CH:33]=2)[C:22]([NH:24][C:25]2[C:30]([F:31])=[CH:29][CH:28]=[CH:27][C:26]=2[F:32])=[O:23])[CH:5]=[CH:4][N:3]=1.[CH3:37][O:38][C:39]1[CH:45]=[C:44]([CH2:46][CH2:47][N:48]2[CH2:53][CH2:52][N:51]([CH3:54])[CH2:50][CH2:49]2)[CH:43]=[CH:42][C:40]=1[NH2:41]. No catalyst specified. The yield is 0.670. (8) The reactants are Cl[C:2]1[N:7]=[C:6]([NH:8][CH2:9][CH2:10][CH3:11])[N:5]=[C:4]([NH:12][CH2:13][CH2:14][CH3:15])[N:3]=1.Cl.[CH2:17]([O:20][NH2:21])[CH:18]=[CH2:19].[OH-].[Na+]. The catalyst is O1CCOCC1.O. The product is [CH2:17]([O:20][NH:21][C:2]1[N:7]=[C:6]([NH:8][CH2:9][CH2:10][CH3:11])[N:5]=[C:4]([NH:12][CH2:13][CH2:14][CH3:15])[N:3]=1)[CH:18]=[CH2:19]. The yield is 0.880.